Predict the reactants needed to synthesize the given product. From a dataset of Full USPTO retrosynthesis dataset with 1.9M reactions from patents (1976-2016). The reactants are: CS(O[CH2:6][CH2:7][CH2:8][C:9]#[CH:10])(=O)=O.[N:11]1([C:17]2[N:22]=[CH:21][CH:20]=[CH:19][N:18]=2)[CH2:16][CH2:15][NH:14][CH2:13][CH2:12]1.C(N(C(C)C)CC)(C)C. Given the product [CH2:6]([N:14]1[CH2:15][CH2:16][N:11]([C:17]2[N:18]=[CH:19][CH:20]=[CH:21][N:22]=2)[CH2:12][CH2:13]1)[CH2:7][CH2:8][C:9]#[CH:10], predict the reactants needed to synthesize it.